This data is from Reaction yield outcomes from USPTO patents with 853,638 reactions. The task is: Predict the reaction yield, written as a fraction of the theoretical maximum amount of product (1.0 means a 100% yield; for example, 0.34 means a 34% yield). (1) The reactants are O[CH2:2][C:3]([C@H:6]1[C@@H:10]2[C@@H:11]3[C@@:24]([CH3:27])([CH2:25][CH2:26][C@@:9]2([NH:42]CCN2CCS(=O)(=O)CC2)[CH2:8][CH2:7]1)[C@@:23]1([CH3:28])[C@@H:14]([C@:15]2([CH3:41])[C@@H:20]([CH2:21][CH2:22]1)[C:19]([CH3:30])([CH3:29])[C:18]([C:31]1[CH:40]=[CH:39][C:34]([C:35]([O:37][CH3:38])=[O:36])=[CH:33][CH:32]=1)=[CH:17][CH2:16]2)[CH2:13][CH2:12]3)([OH:5])C.I([O-])(=O)(=O)=O.[Na+]. The catalyst is C1COCC1.O. The product is [C:3]([C@H:6]1[C@@H:10]2[C@@H:11]3[C@@:24]([CH3:27])([CH2:25][CH2:26][C@@:9]2([NH2:42])[CH2:8][CH2:7]1)[C@@:23]1([CH3:28])[C@@H:14]([C@:15]2([CH3:41])[C@@H:20]([CH2:21][CH2:22]1)[C:19]([CH3:30])([CH3:29])[C:18]([C:31]1[CH:32]=[CH:33][C:34]([C:35]([O:37][CH3:38])=[O:36])=[CH:39][CH:40]=1)=[CH:17][CH2:16]2)[CH2:13][CH2:12]3)(=[O:5])[CH3:2]. The yield is 0.188. (2) The reactants are [F:1][C:2]1[CH:34]=[C:33]([F:35])[CH:32]=[CH:31][C:3]=1[O:4][C:5]1[CH:10]=[CH:9][C:8]([NH:11][S:12]([CH2:15][CH3:16])(=[O:14])=[O:13])=[CH:7][C:6]=1[C:17]1[CH:22]=[C:21]([C:23]#[C:24][Si](C)(C)C)[C:20](=[O:29])[N:19]([CH3:30])[CH:18]=1.C([O-])([O-])=O.[K+].[K+].O. The catalyst is CCO. The product is [F:1][C:2]1[CH:34]=[C:33]([F:35])[CH:32]=[CH:31][C:3]=1[O:4][C:5]1[CH:10]=[CH:9][C:8]([NH:11][S:12]([CH2:15][CH3:16])(=[O:13])=[O:14])=[CH:7][C:6]=1[C:17]1[CH:22]=[C:21]([C:23]#[CH:24])[C:20](=[O:29])[N:19]([CH3:30])[CH:18]=1. The yield is 0.560.